Predict the reaction yield, written as a fraction of the theoretical maximum amount of product (1.0 means a 100% yield; for example, 0.34 means a 34% yield). From a dataset of Reaction yield outcomes from USPTO patents with 853,638 reactions. (1) The reactants are N1(CCOC2C=CC(NC3N=CC(NC(=O)C4C(C)=CC=CC=4C)=CN=3)=CC=2)CCCC1.[N:33]1([CH2:38][CH2:39][O:40][C:41]2[CH:42]=[C:43]([NH:47][C:48]3[N:53]=[CH:52][C:51]([NH2:54])=[CH:50][N:49]=3)[CH:44]=[CH:45][CH:46]=2)[CH2:37][CH2:36][CH2:35][CH2:34]1.[Cl:55][C:56]1[CH:64]=[CH:63][CH:62]=[C:61]([Cl:65])[C:57]=1[C:58](Cl)=[O:59]. No catalyst specified. The product is [N:33]1([CH2:38][CH2:39][O:40][C:41]2[CH:42]=[C:43]([NH:47][C:48]3[N:49]=[CH:50][C:51]([NH:54][C:58](=[O:59])[C:57]4[C:56]([Cl:55])=[CH:64][CH:63]=[CH:62][C:61]=4[Cl:65])=[CH:52][N:53]=3)[CH:44]=[CH:45][CH:46]=2)[CH2:37][CH2:36][CH2:35][CH2:34]1. The yield is 0.140. (2) The reactants are [C:1]([C:4]1([C:7]2[CH:12]=[CH:11][CH:10]=[CH:9][C:8]=2[C:13]#[C:14][C:15]2[C:20]([C:21]([F:24])([F:23])[F:22])=[CH:19][N:18]=[C:17]([NH:25][C:26]3[CH:31]=[CH:30][C:29]([CH:32]([NH:34][C:35](=[O:41])[O:36][C:37]([CH3:40])([CH3:39])[CH3:38])[CH3:33])=[CH:28][CH:27]=3)[N:16]=2)[CH2:6][CH2:5]1)(=[O:3])[NH2:2]. The catalyst is CCOC(C)=O.CN(C=O)C.[Pd]. The product is [C:1]([C:4]1([C:7]2[CH:12]=[CH:11][CH:10]=[CH:9][C:8]=2[CH2:13][CH2:14][C:15]2[C:20]([C:21]([F:22])([F:24])[F:23])=[CH:19][N:18]=[C:17]([NH:25][C:26]3[CH:31]=[CH:30][C:29]([CH:32]([NH:34][C:35](=[O:41])[O:36][C:37]([CH3:40])([CH3:39])[CH3:38])[CH3:33])=[CH:28][CH:27]=3)[N:16]=2)[CH2:6][CH2:5]1)(=[O:3])[NH2:2]. The yield is 0.560.